Dataset: Forward reaction prediction with 1.9M reactions from USPTO patents (1976-2016). Task: Predict the product of the given reaction. (1) Given the reactants [Cl:1][C:2]1[CH:7]=[CH:6][CH:5]=[CH:4][C:3]=1[C:8]1[C:9]([C:13]([O:15][CH2:16][CH3:17])=[O:14])=[CH:10][NH:11][CH:12]=1.Br[C:19]1[C:24]([CH3:25])=[CH:23][N:22]=[C:21]([NH:26][C:27](=[O:29])[CH3:28])[CH:20]=1.CN[C@@H]1CCCC[C@H]1NC.C(=O)([O-])[O-].[K+].[K+], predict the reaction product. The product is: [C:27]([NH:26][C:21]1[CH:20]=[C:19]([N:11]2[CH:12]=[C:8]([C:3]3[CH:4]=[CH:5][CH:6]=[CH:7][C:2]=3[Cl:1])[C:9]([C:13]([O:15][CH2:16][CH3:17])=[O:14])=[CH:10]2)[C:24]([CH3:25])=[CH:23][N:22]=1)(=[O:29])[CH3:28]. (2) Given the reactants [CH2:1]([N:3]1[C:11]2[C:6](=[N:7][CH:8]=[CH:9][C:10]=2[CH3:12])[N:5]([C:13]2[CH:18]=[CH:17][C:16]([OH:19])=[CH:15][CH:14]=2)[C:4]1=[O:20])[CH3:2].N1C=CN=C1.[CH:26]([Si:29](Cl)([CH:33]([CH3:35])[CH3:34])[CH:30]([CH3:32])[CH3:31])([CH3:28])[CH3:27].O, predict the reaction product. The product is: [CH2:1]([N:3]1[C:11]2[C:6](=[N:7][CH:8]=[CH:9][C:10]=2[CH3:12])[N:5]([C:13]2[CH:18]=[CH:17][C:16]([O:19][Si:29]([CH:33]([CH3:35])[CH3:34])([CH:30]([CH3:32])[CH3:31])[CH:26]([CH3:28])[CH3:27])=[CH:15][CH:14]=2)[C:4]1=[O:20])[CH3:2]. (3) Given the reactants [CH2:1]([C:3]1[CH:19]=[CH:18][C:6]([CH2:7][NH:8][C:9]2[CH:17]=[CH:16][C:12]3[N:13]=[CH:14][NH:15][C:11]=3[CH:10]=2)=[CH:5][CH:4]=1)[CH3:2].[Cl:20][C:21]1[CH:31]=[CH:30][C:24]2[S:25][CH:26]=[C:27]([CH2:28]Br)[C:23]=2[CH:22]=1.C([O-])([O-])=O.[K+].[K+], predict the reaction product. The product is: [CH2:1]([C:3]1[CH:19]=[CH:18][C:6]([CH2:7][N:8]([CH2:28][C:27]2[C:23]3[CH:22]=[C:21]([Cl:20])[CH:31]=[CH:30][C:24]=3[S:25][CH:26]=2)[C:9]2[CH:17]=[CH:16][C:12]3[NH:13][CH:14]=[N:15][C:11]=3[CH:10]=2)=[CH:5][CH:4]=1)[CH3:2]. (4) Given the reactants [CH:1]([O:4][C:5](=[O:19])[C:6]1[CH:11]=[CH:10][C:9]([O:12][CH:13]([CH3:15])[CH3:14])=[C:8]([N+:16]([O-])=O)[CH:7]=1)([CH3:3])[CH3:2].COC1C=CC(C#N)=CC=1[N+]([O-])=O.NC1C=C(C=CC=1OC(F)(F)F)C(N)=O, predict the reaction product. The product is: [CH:1]([O:4][C:5](=[O:19])[C:6]1[CH:11]=[CH:10][C:9]([O:12][CH:13]([CH3:15])[CH3:14])=[C:8]([NH2:16])[CH:7]=1)([CH3:3])[CH3:2].